The task is: Predict which catalyst facilitates the given reaction.. This data is from Catalyst prediction with 721,799 reactions and 888 catalyst types from USPTO. (1) Reactant: [Se](=O)=[O:2].[CH3:4][O:5][C:6]1[N:11]=[CH:10][C:9]([N:12]2[C:16]([C:17]3[CH:22]=[N:21][C:20]([CH3:23])=[CH:19][N:18]=3)=[CH:15][C:14]([C:24]([O:26][CH2:27][CH3:28])=[O:25])=[N:13]2)=[CH:8][CH:7]=1.[OH2:29].C(Cl)(Cl)Cl. Product: [C:23]([C:20]1[N:21]=[CH:22][C:17]([C:16]2[N:12]([C:9]3[CH:10]=[N:11][C:6]([O:5][CH3:4])=[CH:7][CH:8]=3)[N:13]=[C:14]([C:24]([O:26][CH2:27][CH3:28])=[O:25])[CH:15]=2)=[N:18][CH:19]=1)([OH:2])=[O:29]. The catalyst class is: 17. (2) Reactant: [N:1]1([C:12](=[O:13])[C:11]2[N:10]([CH2:14][C:15]([OH:17])=O)[CH:9]=[N:8][C:7]=2[N:5]([CH3:6])[C:3]1=[O:4])[CH3:2].[CH:18]([N:21]=[C:22]=[N:23][CH:24]([CH3:26])[CH3:25])([CH3:20])[CH3:19].C(Cl)(Cl)Cl.C[OH:32].[Na]. Product: [CH:18]([N:21]([C:15](=[O:17])[CH2:14][N:10]1[C:11]2[C:12](=[O:13])[N:1]([CH3:2])[C:3](=[O:4])[N:5]([CH3:6])[C:7]=2[N:8]=[CH:9]1)[C:22]([NH:23][CH:24]([CH3:26])[CH3:25])=[O:32])([CH3:20])[CH3:19]. The catalyst class is: 39.